This data is from Forward reaction prediction with 1.9M reactions from USPTO patents (1976-2016). The task is: Predict the product of the given reaction. (1) Given the reactants [OH-].[Na+].C([O:5][C:6]([C:8]1[NH:9][C:10]2[C:15]([C:16]=1[CH3:17])=[CH:14][C:13]([Cl:18])=[CH:12][CH:11]=2)=[O:7])C.O1CCCC1, predict the reaction product. The product is: [Cl:18][C:13]1[CH:14]=[C:15]2[C:10](=[CH:11][CH:12]=1)[NH:9][C:8]([C:6]([OH:7])=[O:5])=[C:16]2[CH3:17]. (2) Given the reactants Cl[CH:2]([C:21]1[CH:26]=[CH:25][CH:24]=[CH:23][CH:22]=1)[C:3]([C:5]1[C:13]2[C:8](=[CH:9][CH:10]=[C:11]([F:14])[CH:12]=2)[N:7]([CH2:15][CH2:16][O:17][CH2:18][O:19][CH3:20])[CH:6]=1)=[O:4].[CH3:27][O:28][C:29]1[CH:30]=[C:31]([CH:33]=[CH:34][CH:35]=1)[NH2:32], predict the reaction product. The product is: [F:14][C:11]1[CH:12]=[C:13]2[C:8](=[CH:9][CH:10]=1)[N:7]([CH2:15][CH2:16][O:17][CH2:18][O:19][CH3:20])[CH:6]=[C:5]2[C:3](=[O:4])[CH:2]([NH:32][C:31]1[CH:33]=[CH:34][CH:35]=[C:29]([O:28][CH3:27])[CH:30]=1)[C:21]1[CH:26]=[CH:25][CH:24]=[CH:23][CH:22]=1. (3) Given the reactants C(OC([N:8]1[CH2:12][CH2:11][CH:10]([C:13]2[CH:18]=[CH:17][C:16]([NH:19][C:20](=[O:28])[CH2:21][C:22]3[CH:27]=[CH:26][CH:25]=[CH:24][CH:23]=3)=[CH:15][CH:14]=2)[CH2:9]1)=O)(C)(C)C.[ClH:29], predict the reaction product. The product is: [ClH:29].[C:22]1([CH2:21][C:20]([NH:19][C:16]2[CH:17]=[CH:18][C:13]([CH:10]3[CH2:11][CH2:12][NH:8][CH2:9]3)=[CH:14][CH:15]=2)=[O:28])[CH:27]=[CH:26][CH:25]=[CH:24][CH:23]=1.